This data is from Full USPTO retrosynthesis dataset with 1.9M reactions from patents (1976-2016). The task is: Predict the reactants needed to synthesize the given product. (1) Given the product [C:1]1([S:11]([C:14]2[C:22]3[C:17](=[CH:18][CH:19]=[C:20]([N:23]4[CH2:24][CH2:25][NH:26][CH2:27][CH2:28]4)[CH:21]=3)[NH:16][N:15]=2)(=[O:12])=[O:13])[C:10]2[C:5](=[CH:6][CH:7]=[CH:8][CH:9]=2)[CH:4]=[CH:3][CH:2]=1, predict the reactants needed to synthesize it. The reactants are: [C:1]1([S:11]([C:14]2[C:22]3[C:17](=[CH:18][CH:19]=[C:20]([N:23]4[CH2:28][CH2:27][N:26](C(OCC5C=CC=CC=5)=O)[CH2:25][CH2:24]4)[CH:21]=3)[NH:16][N:15]=2)(=[O:13])=[O:12])[C:10]2[C:5](=[CH:6][CH:7]=[CH:8][CH:9]=2)[CH:4]=[CH:3][CH:2]=1.Br.CCOCC. (2) Given the product [C:1]1([C:7]2[N:16]=[CH:15][C:14]3[CH2:13][CH2:12][C:11]4[N:17]=[C:18]([NH2:20])[S:19][C:10]=4[C:9]=3[N:8]=2)[CH:6]=[CH:5][CH:4]=[CH:3][CH:2]=1, predict the reactants needed to synthesize it. The reactants are: [C:1]1([C:7]2[N:16]=[CH:15][C:14]3[CH2:13][CH2:12][C:11]4[N:17]=[C:18]([NH:20]C(=O)C)[S:19][C:10]=4[C:9]=3[N:8]=2)[CH:6]=[CH:5][CH:4]=[CH:3][CH:2]=1. (3) Given the product [Cl:1][CH2:2][CH2:3][C:5]1[CH:6]=[C:7]2[C:12](=[C:13]([CH3:15])[CH:14]=1)[NH:11][C:10](=[O:16])[CH2:9][C:8]2([CH3:18])[CH3:17], predict the reactants needed to synthesize it. The reactants are: [Cl:1][CH2:2][C:3]([C:5]1[CH:6]=[C:7]2[C:12](=[C:13]([CH3:15])[CH:14]=1)[NH:11][C:10](=[O:16])[CH2:9][C:8]2([CH3:18])[CH3:17])=O.C([SiH](CC)CC)C. (4) Given the product [C:1]([O:5][C:6]([N:8]([C:32]1[CH:37]=[C:36]([CH3:38])[CH:35]=[C:34]([CH3:39])[CH:33]=1)[C:9]1[CH:14]=[CH:13][CH:12]=[CH:11][CH:10]=1)=[O:7])([CH3:4])([CH3:2])[CH3:3], predict the reactants needed to synthesize it. The reactants are: [C:1]([O:5][C:6]([NH:8][C:9]1[CH:14]=[CH:13][CH:12]=[CH:11][CH:10]=1)=[O:7])([CH3:4])([CH3:3])[CH3:2].[O-]P([O-])([O-])=O.[K+].[K+].[K+].[C@@H]1(N)CCCC[C@H]1N.I[C:32]1[CH:33]=[C:34]([CH3:39])[CH:35]=[C:36]([CH3:38])[CH:37]=1. (5) Given the product [Cl:1][C:2]1[CH:3]=[C:4]([O:9][C:10]2[CH:17]=[CH:16][C:13]([CH:14]=[CH2:20])=[CH:12][CH:11]=2)[CH:5]=[CH:6][C:7]=1[CH3:8], predict the reactants needed to synthesize it. The reactants are: [Cl:1][C:2]1[CH:3]=[C:4]([O:9][C:10]2[CH:17]=[CH:16][C:13]([CH:14]=O)=[CH:12][CH:11]=2)[CH:5]=[CH:6][C:7]=1[CH3:8].[H-].[Na+].[CH2:20]1COCC1.